The task is: Regression. Given two drug SMILES strings and cell line genomic features, predict the synergy score measuring deviation from expected non-interaction effect.. This data is from Merck oncology drug combination screen with 23,052 pairs across 39 cell lines. (1) Drug 1: CN(C)C(=N)N=C(N)N. Drug 2: C#Cc1cccc(Nc2ncnc3cc(OCCOC)c(OCCOC)cc23)c1. Cell line: A2058. Synergy scores: synergy=4.94. (2) Cell line: DLD1. Drug 1: CCN(CC)CCNC(=O)c1c(C)[nH]c(C=C2C(=O)Nc3ccc(F)cc32)c1C. Synergy scores: synergy=0.728. Drug 2: NC(=O)c1cccc2cn(-c3ccc(C4CCCNC4)cc3)nc12.